The task is: Predict the reactants needed to synthesize the given product.. This data is from Full USPTO retrosynthesis dataset with 1.9M reactions from patents (1976-2016). (1) The reactants are: Br[C:2]1[CH:10]=[C:9](Br)[CH:8]=[C:7]2[C:3]=1[C:4]([CH2:17][CH2:18][C:19]([O:21][CH2:22][CH3:23])=[O:20])=[C:5]([C:12]([O:14][CH2:15][CH3:16])=[O:13])[NH:6]2.[C:24]1(B(O)O)[CH:29]=[CH:28][CH:27]=[CH:26][CH:25]=1.O.O.O.P([O-])([O-])([O-])=O.[K+].[K+].[K+]. Given the product [C:24]1([C:2]2[CH:10]=[C:9]([C:2]3[CH:10]=[CH:9][CH:8]=[CH:7][CH:3]=3)[CH:8]=[C:7]3[C:3]=2[C:4]([CH2:17][CH2:18][C:19]([O:21][CH2:22][CH3:23])=[O:20])=[C:5]([C:12]([O:14][CH2:15][CH3:16])=[O:13])[NH:6]3)[CH:29]=[CH:28][CH:27]=[CH:26][CH:25]=1, predict the reactants needed to synthesize it. (2) Given the product [Cl:1][C:2]1[C:3]([N:17]2[CH2:18][CH2:19][CH:20]([C:23]([OH:25])=[O:24])[CH2:21][CH2:22]2)=[N:4][C:5]([NH:15][CH3:16])=[C:6]([C:8]2[O:9][C:10]([CH2:13][CH3:14])=[CH:11][N:12]=2)[CH:7]=1, predict the reactants needed to synthesize it. The reactants are: [Cl:1][C:2]1[C:3]([N:17]2[CH2:22][CH2:21][CH:20]([C:23]([O:25]C)=[O:24])[CH2:19][CH2:18]2)=[N:4][C:5]([NH:15][CH3:16])=[C:6]([C:8]2[O:9][C:10]([CH2:13][CH3:14])=[CH:11][N:12]=2)[CH:7]=1.[OH-].[Li+]. (3) Given the product [CH3:26][S:27]([O:1][CH2:2][CH2:3][CH2:4][N:5]([C:6]([O:7][C:8]([CH3:10])([CH3:9])[CH3:11])=[O:12])[CH3:13])(=[O:29])=[O:28], predict the reactants needed to synthesize it. The reactants are: [OH:1][CH2:2][CH2:3][CH2:4][N:5]([CH3:13])[C:6](=[O:12])[O:7][C:8]([CH3:11])([CH3:10])[CH3:9].C(N(CC)CC)C.C(=O)([O-])O.[Na+].[CH3:26][S:27](Cl)(=[O:29])=[O:28]. (4) Given the product [Br:8][CH:24]([C:22]1[O:21][N:20]=[C:19]([C:16]2[CH:17]=[CH:18][C:13]([O:12][CH2:9][CH2:10][CH3:11])=[CH:14][C:15]=2[C:31]([F:33])([F:34])[F:32])[CH:23]=1)[C:25]([O:27][CH2:28][CH2:29][CH3:30])=[O:26], predict the reactants needed to synthesize it. The reactants are: C1C(=O)N([Br:8])C(=O)C1.[CH2:9]([O:12][C:13]1[CH:18]=[CH:17][C:16]([C:19]2[CH:23]=[C:22]([CH2:24][C:25]([O:27][CH2:28][CH2:29][CH3:30])=[O:26])[O:21][N:20]=2)=[C:15]([C:31]([F:34])([F:33])[F:32])[CH:14]=1)[CH2:10][CH3:11].BrC(C1ON=C(C2C=CC(OCCC)=CC=2C(F)(F)F)C=1)C(OCC)=O. (5) The reactants are: [CH:1]1([CH2:6][CH:7]([C:16]2[CH:21]=[CH:20][C:19]([N+:22]([O-])=O)=[CH:18][CH:17]=2)[C:8]([NH:10][C:11]2[S:12][CH:13]=[CH:14][N:15]=2)=[O:9])[CH2:5][CH2:4][CH2:3][CH2:2]1. Given the product [NH2:22][C:19]1[CH:18]=[CH:17][C:16]([CH:7]([CH2:6][CH:1]2[CH2:5][CH2:4][CH2:3][CH2:2]2)[C:8]([NH:10][C:11]2[S:12][CH:13]=[CH:14][N:15]=2)=[O:9])=[CH:21][CH:20]=1, predict the reactants needed to synthesize it. (6) Given the product [Cl:1][C:2]1[CH:26]=[CH:25][C:5]2=[N:6][N:7]([C:9]3[CH:10]=[C:11]([CH:17]=[C:18]([C:21]([CH3:22])([CH3:23])[CH3:24])[C:19]=3[OH:20])[CH2:12][CH2:13][C:14]([O:16][CH:32]3[CH2:33][C:34]([CH3:35])([CH3:36])[N:29]([O:28][CH3:27])[C:30]([CH3:39])([CH3:38])[CH2:31]3)=[O:15])[N:8]=[C:4]2[CH:3]=1, predict the reactants needed to synthesize it. The reactants are: [Cl:1][C:2]1[CH:26]=[CH:25][C:5]2=[N:6][N:7]([C:9]3[CH:10]=[C:11]([CH:17]=[C:18]([C:21]([CH3:24])([CH3:23])[CH3:22])[C:19]=3[OH:20])[CH2:12][CH2:13][C:14]([OH:16])=[O:15])[N:8]=[C:4]2[CH:3]=1.[CH3:27][O:28][N:29]1[C:34]([CH3:36])([CH3:35])[CH2:33][CH:32](O)[CH2:31][C:30]1([CH3:39])[CH3:38]. (7) Given the product [CH2:12]([S:14]([N:17]1[CH2:18][CH2:19][N:20]([C:2]2[N:7]=[C:6]([NH2:8])[C:5]([N+:9]([O-:11])=[O:10])=[CH:4][CH:3]=2)[CH2:21][CH2:22]1)(=[O:16])=[O:15])[CH3:13], predict the reactants needed to synthesize it. The reactants are: Cl[C:2]1[N:7]=[C:6]([NH2:8])[C:5]([N+:9]([O-:11])=[O:10])=[CH:4][CH:3]=1.[CH2:12]([S:14]([N:17]1[CH2:22][CH2:21][NH:20][CH2:19][CH2:18]1)(=[O:16])=[O:15])[CH3:13].CCN(C(C)C)C(C)C.O.